Dataset: Forward reaction prediction with 1.9M reactions from USPTO patents (1976-2016). Task: Predict the product of the given reaction. Given the reactants [F:1][C:2]1[CH:9]=[C:8]([C:10]2[S:11][CH:12]=[CH:13][CH:14]=2)[CH:7]=[CH:6][C:3]=1[CH:4]=O.[C:15]([C:18]1[CH:26]=[CH:25][C:21]([C:22]([OH:24])=[O:23])=[CH:20][CH:19]=1)(=[O:17])[CH3:16], predict the reaction product. The product is: [F:1][C:2]1[CH:9]=[C:8]([C:10]2[S:11][CH:12]=[CH:13][CH:14]=2)[CH:7]=[CH:6][C:3]=1/[CH:4]=[CH:16]/[C:15]([C:18]1[CH:26]=[CH:25][C:21]([C:22]([OH:24])=[O:23])=[CH:20][CH:19]=1)=[O:17].